Dataset: NCI-60 drug combinations with 297,098 pairs across 59 cell lines. Task: Regression. Given two drug SMILES strings and cell line genomic features, predict the synergy score measuring deviation from expected non-interaction effect. (1) Drug 1: CC1CCC2CC(C(=CC=CC=CC(CC(C(=O)C(C(C(=CC(C(=O)CC(OC(=O)C3CCCCN3C(=O)C(=O)C1(O2)O)C(C)CC4CCC(C(C4)OC)O)C)C)O)OC)C)C)C)OC. Drug 2: COCCOC1=C(C=C2C(=C1)C(=NC=N2)NC3=CC=CC(=C3)C#C)OCCOC.Cl. Cell line: NCIH23. Synergy scores: CSS=12.1, Synergy_ZIP=-1.12, Synergy_Bliss=2.45, Synergy_Loewe=1.49, Synergy_HSA=1.82. (2) Drug 1: CN1C2=C(C=C(C=C2)N(CCCl)CCCl)N=C1CCCC(=O)O.Cl. Drug 2: CC12CCC3C(C1CCC2OP(=O)(O)O)CCC4=C3C=CC(=C4)OC(=O)N(CCCl)CCCl.[Na+]. Cell line: OVCAR3. Synergy scores: CSS=-2.07, Synergy_ZIP=2.13, Synergy_Bliss=6.91, Synergy_Loewe=-9.00, Synergy_HSA=-4.13. (3) Drug 1: CCC1=C2CN3C(=CC4=C(C3=O)COC(=O)C4(CC)O)C2=NC5=C1C=C(C=C5)O. Drug 2: CC1CCCC2(C(O2)CC(NC(=O)CC(C(C(=O)C(C1O)C)(C)C)O)C(=CC3=CSC(=N3)C)C)C. Cell line: CAKI-1. Synergy scores: CSS=37.7, Synergy_ZIP=-5.28, Synergy_Bliss=-2.38, Synergy_Loewe=-1.67, Synergy_HSA=1.14. (4) Drug 1: CCC1(CC2CC(C3=C(CCN(C2)C1)C4=CC=CC=C4N3)(C5=C(C=C6C(=C5)C78CCN9C7C(C=CC9)(C(C(C8N6C)(C(=O)OC)O)OC(=O)C)CC)OC)C(=O)OC)O.OS(=O)(=O)O. Drug 2: C1=CC=C(C(=C1)C(C2=CC=C(C=C2)Cl)C(Cl)Cl)Cl. Cell line: K-562. Synergy scores: CSS=12.6, Synergy_ZIP=-2.06, Synergy_Bliss=4.23, Synergy_Loewe=-91.0, Synergy_HSA=-1.03. (5) Drug 1: CCCCCOC(=O)NC1=NC(=O)N(C=C1F)C2C(C(C(O2)C)O)O. Drug 2: C#CCC(CC1=CN=C2C(=N1)C(=NC(=N2)N)N)C3=CC=C(C=C3)C(=O)NC(CCC(=O)O)C(=O)O. Cell line: SNB-75. Synergy scores: CSS=30.8, Synergy_ZIP=1.64, Synergy_Bliss=-11.7, Synergy_Loewe=24.0, Synergy_HSA=-14.2. (6) Drug 1: C1=CC(=C2C(=C1NCCNCCO)C(=O)C3=C(C=CC(=C3C2=O)O)O)NCCNCCO. Drug 2: C1CN(CCN1C(=O)CCBr)C(=O)CCBr. Cell line: PC-3. Synergy scores: CSS=23.3, Synergy_ZIP=-1.94, Synergy_Bliss=-0.959, Synergy_Loewe=-1.34, Synergy_HSA=3.33. (7) Drug 1: C(CN)CNCCSP(=O)(O)O. Drug 2: C1C(C(OC1N2C=NC3=C2NC=NCC3O)CO)O. Cell line: NCI/ADR-RES. Synergy scores: CSS=-1.33, Synergy_ZIP=-0.518, Synergy_Bliss=-1.56, Synergy_Loewe=-3.92, Synergy_HSA=-3.88.